Dataset: NCI-60 drug combinations with 297,098 pairs across 59 cell lines. Task: Regression. Given two drug SMILES strings and cell line genomic features, predict the synergy score measuring deviation from expected non-interaction effect. (1) Drug 1: CC12CCC3C(C1CCC2NC(=O)OCC(F)(F)F)CCC4C3(C=CC(=O)N4C)C. Drug 2: C1CCC(C(C1)[NH-])[NH-].C(=O)(C(=O)[O-])[O-].[Pt+4]. Cell line: HT29. Synergy scores: CSS=41.8, Synergy_ZIP=1.80, Synergy_Bliss=-0.0000485, Synergy_Loewe=-0.452, Synergy_HSA=1.48. (2) Drug 1: CC1C(C(CC(O1)OC2CC(CC3=C2C(=C4C(=C3O)C(=O)C5=C(C4=O)C(=CC=C5)OC)O)(C(=O)CO)O)N)O.Cl. Drug 2: CC1C(C(CC(O1)OC2CC(CC3=C2C(=C4C(=C3O)C(=O)C5=CC=CC=C5C4=O)O)(C(=O)C)O)N)O. Cell line: RPMI-8226. Synergy scores: CSS=59.7, Synergy_ZIP=-5.82, Synergy_Bliss=-4.29, Synergy_Loewe=-1.46, Synergy_HSA=0.267. (3) Drug 1: C1=NC2=C(N=C(N=C2N1C3C(C(C(O3)CO)O)O)F)N. Drug 2: CC1=C(C(CCC1)(C)C)C=CC(=CC=CC(=CC(=O)O)C)C. Cell line: HCT-15. Synergy scores: CSS=6.92, Synergy_ZIP=-6.17, Synergy_Bliss=-9.45, Synergy_Loewe=-12.8, Synergy_HSA=-10.8. (4) Drug 1: CN(CC1=CN=C2C(=N1)C(=NC(=N2)N)N)C3=CC=C(C=C3)C(=O)NC(CCC(=O)O)C(=O)O. Drug 2: CN(CCCl)CCCl.Cl. Cell line: IGROV1. Synergy scores: CSS=30.0, Synergy_ZIP=-3.86, Synergy_Bliss=-0.481, Synergy_Loewe=-4.29, Synergy_HSA=-3.76. (5) Drug 1: C1=NC2=C(N1)C(=S)N=C(N2)N. Drug 2: CCCCC(=O)OCC(=O)C1(CC(C2=C(C1)C(=C3C(=C2O)C(=O)C4=C(C3=O)C=CC=C4OC)O)OC5CC(C(C(O5)C)O)NC(=O)C(F)(F)F)O. Cell line: UACC62. Synergy scores: CSS=32.5, Synergy_ZIP=-0.112, Synergy_Bliss=-1.01, Synergy_Loewe=-0.673, Synergy_HSA=-0.170.